Task: Predict the reactants needed to synthesize the given product.. Dataset: Full USPTO retrosynthesis dataset with 1.9M reactions from patents (1976-2016) (1) The reactants are: [Cl:1][C:2]1[CH:11]=[CH:10][C:9]([NH2:12])=[C:8]2[C:3]=1[CH:4]=[CH:5][CH:6]=[N:7]2.[N:13]1[CH:18]=[CH:17][CH:16]=[C:15]([S:19](Cl)(=[O:21])=[O:20])[CH:14]=1. Given the product [Cl:1][C:2]1[CH:11]=[CH:10][C:9]([NH:12][S:19]([C:15]2[CH:14]=[N:13][CH:18]=[CH:17][CH:16]=2)(=[O:21])=[O:20])=[C:8]2[C:3]=1[CH:4]=[CH:5][CH:6]=[N:7]2, predict the reactants needed to synthesize it. (2) The reactants are: [Br:1][C:2]1[C:3](C)=[C:4]([CH:8]=[CH:9][CH:10]=1)C(O)=O.CN(C([O:19]N1N=NC2C=CC=CC1=2)=[N+](C)C)C.F[P-](F)(F)(F)(F)F.C[N:37]1[CH2:42]CNCC1.[CH3:43][CH2:44][N:45]([CH:49]([CH3:51])C)[CH:46]([CH3:48])C. Given the product [Br:1][C:2]1[CH:3]=[CH:4][C:51]([C:49]([N:45]2[CH2:44][CH2:43][N:37]([CH3:42])[CH2:48][CH2:46]2)=[O:19])=[C:9]([CH3:8])[CH:10]=1, predict the reactants needed to synthesize it. (3) The reactants are: C(NC(C)C)(C)C.C([Li])CCC.[CH2:13]([O:15][C:16](=[O:27])[CH2:17][C:18]1[CH:23]=[CH:22][C:21]([S:24][CH3:25])=[C:20]([Cl:26])[CH:19]=1)[CH3:14].I[CH2:29][CH:30]1[CH2:34][CH2:33][CH2:32][CH2:31]1. Given the product [CH2:13]([O:15][C:16](=[O:27])[CH:17]([C:18]1[CH:23]=[CH:22][C:21]([S:24][CH3:25])=[C:20]([Cl:26])[CH:19]=1)[CH2:29][CH:30]1[CH2:34][CH2:33][CH2:32][CH2:31]1)[CH3:14], predict the reactants needed to synthesize it. (4) Given the product [CH:1]1([C:4]2[C:11]([NH:12][C:13]3[CH:18]=[C:17]([CH:19]=[CH2:20])[CH:16]=[CH:15][N:14]=3)=[CH:10][C:7]([C:8]#[N:9])=[C:6]([N:21]3[CH2:26][CH2:25][N:24]([C:31](=[O:30])[CH2:32][CH2:33][OH:34])[C@H:23]([CH:27]([CH3:29])[CH3:28])[CH2:22]3)[N:5]=2)[CH2:3][CH2:2]1, predict the reactants needed to synthesize it. The reactants are: [CH:1]1([C:4]2[C:11]([NH:12][C:13]3[CH:18]=[C:17]([CH:19]=[CH2:20])[CH:16]=[CH:15][N:14]=3)=[CH:10][C:7]([C:8]#[N:9])=[C:6]([N:21]3[CH2:26][CH2:25][NH:24][C@H:23]([CH:27]([CH3:29])[CH3:28])[CH2:22]3)[N:5]=2)[CH2:3][CH2:2]1.[OH:30][CH2:31][CH2:32][C:33]([O-])=[O:34].[Na+].CN(C(ON1N=NC2C=CC=NC1=2)=[N+](C)C)C.F[P-](F)(F)(F)(F)F.CCN(C(C)C)C(C)C. (5) Given the product [CH3:1][O:2][C:3](=[O:36])[C:4]1[CH:5]=[CH:6][C:7]([C:10]2[N:11]([CH2:17][C:18]3[CH:23]=[CH:22][C:21]([C:24]([F:26])([F:25])[P:27]([OH:32])([OH:29])=[O:28])=[C:20]([Br:35])[CH:19]=3)[C:12](=[O:16])[N:13]([CH3:15])[CH:14]=2)=[CH:8][CH:9]=1, predict the reactants needed to synthesize it. The reactants are: [CH3:1][O:2][C:3](=[O:36])[C:4]1[CH:9]=[CH:8][C:7]([C:10]2[N:11]([CH2:17][C:18]3[CH:23]=[CH:22][C:21]([C:24]([P:27]([O:32]CC)([O:29]CC)=[O:28])([F:26])[F:25])=[C:20]([Br:35])[CH:19]=3)[C:12](=[O:16])[N:13]([CH3:15])[CH:14]=2)=[CH:6][CH:5]=1.I[Si](C)(C)C. (6) Given the product [CH3:35][CH:14]([C:15]([NH:17][CH:18]1[C:24](=[O:25])[N:23]([CH3:26])[C:22]2[CH:27]=[CH:28][CH:29]=[CH:30][C:21]=2[C:20]2[CH:31]=[CH:32][CH:33]=[CH:34][C:19]1=2)=[O:16])[C:13]([OH:36])=[O:12], predict the reactants needed to synthesize it. The reactants are: C(O)(C(F)(F)F)=O.C([O:12][C:13](=[O:36])[CH:14]([CH3:35])[C:15]([NH:17][CH:18]1[C:24](=[O:25])[N:23]([CH3:26])[C:22]2[CH:27]=[CH:28][CH:29]=[CH:30][C:21]=2[C:20]2[CH:31]=[CH:32][CH:33]=[CH:34][C:19]1=2)=[O:16])(C)(C)C. (7) The reactants are: Cl[C:2]1[CH:7]=[CH:6][N:5]=[C:4]([N:8]2[CH2:19][CH2:18][C:17]3[C:16]4[CH2:15][C:14]([CH3:21])([CH3:20])[CH2:13][C:12]=4[S:11][C:10]=3[C:9]2=[O:22])[C:3]=1[CH:23]=[O:24].[CH3:25][N:26]1[C:31](=[O:32])[C:30]([NH:33][C:34]2[CH:39]=[CH:38][C:37]([C:40]([N:42]3[CH2:47][CH2:46][O:45][CH2:44][CH2:43]3)=[O:41])=[CH:36][N:35]=2)=[CH:29][C:28](B(O)O)=[N:27]1.C([O-])(=O)C.[Na+].C(#N)C. Given the product [CH3:20][C:14]1([CH3:21])[CH2:13][C:12]2[S:11][C:10]3[C:9](=[O:22])[N:8]([C:4]4[C:3]([CH:23]=[O:24])=[C:2]([C:28]5[CH:29]=[C:30]([NH:33][C:34]6[CH:39]=[CH:38][C:37]([C:40]([N:42]7[CH2:43][CH2:44][O:45][CH2:46][CH2:47]7)=[O:41])=[CH:36][N:35]=6)[C:31](=[O:32])[N:26]([CH3:25])[N:27]=5)[CH:7]=[CH:6][N:5]=4)[CH2:19][CH2:18][C:17]=3[C:16]=2[CH2:15]1, predict the reactants needed to synthesize it.